Dataset: Reaction yield outcomes from USPTO patents with 853,638 reactions. Task: Predict the reaction yield, written as a fraction of the theoretical maximum amount of product (1.0 means a 100% yield; for example, 0.34 means a 34% yield). (1) The reactants are [Br:1][C:2]1[CH:13]=[CH:12][C:5]2[CH2:6][CH2:7][CH2:8][CH2:9][C:10](=[O:11])[C:4]=2[CH:3]=1.[C:14](=O)([O:17]C)[O:15][CH3:16].[H-].[Na+]. The catalyst is Cl. The product is [Br:1][C:2]1[CH:13]=[CH:12][C:5]2[CH2:6][CH2:7][CH2:8][CH:9]([C:14]([O:15][CH3:16])=[O:17])[C:10](=[O:11])[C:4]=2[CH:3]=1. The yield is 1.07. (2) The reactants are [CH2:1]([N:5](CCCC)CCCC)[CH2:2]CC.[CH:14]1[CH:19]=[C:18]2[CH:20]([CH2:27][O:28]C(NCC(O)=O)=O)[C:21]3[C:26]([C:17]2=[CH:16][CH:15]=1)=[CH:25][CH:24]=[CH:23][CH:22]=3.ClC(OCC(C)C)=[O:38].[NH2:44][C@H:45]1[CH2:68][CH2:67][C@@:66]2([CH3:69])[C@H:47]([CH2:48][CH2:49][C@@H:50]3[C@@H:65]2[CH2:64][C@H:63]([OH:70])[C@@:62]2([CH3:71])[C@H:51]3[CH2:52][CH2:53][C@@H:54]2[C@H:55]([CH3:61])[CH2:56][CH2:57][C:58]([OH:60])=[O:59])[CH2:46]1. The catalyst is C1COCC1.CN(C=O)C. The product is [CH:22]1[C:21]2[CH:20]([CH2:27][O:28][NH:5][CH2:1][C:2]([NH:44][C@H:45]3[CH2:68][CH2:67][C@@:66]4([CH3:69])[C@H:47]([CH2:48][CH2:49][C@@H:50]5[C@@H:65]4[CH2:64][C@H:63]([OH:70])[C@@:62]4([CH3:71])[C@H:51]5[CH2:52][CH2:53][C@@H:54]4[C@H:55]([CH3:61])[CH2:56][CH2:57][C:58]([OH:60])=[O:59])[CH2:46]3)=[O:38])[C:18]3[C:17](=[CH:16][CH:15]=[CH:14][CH:19]=3)[C:26]=2[CH:25]=[CH:24][CH:23]=1. The yield is 0.310.